From a dataset of Full USPTO retrosynthesis dataset with 1.9M reactions from patents (1976-2016). Predict the reactants needed to synthesize the given product. (1) Given the product [CH2:9]([O:11][C:12]1[CH:17]=[C:16]([N:5]2[CH2:6][CH2:7][CH2:8][N:2]([CH3:1])[CH2:3][CH2:4]2)[CH:15]=[CH:14][C:13]=1[N+:19]([O-:21])=[O:20])[CH3:10], predict the reactants needed to synthesize it. The reactants are: [CH3:1][N:2]1[CH2:8][CH2:7][CH2:6][NH:5][CH2:4][CH2:3]1.[CH2:9]([O:11][C:12]1[CH:17]=[C:16](F)[CH:15]=[CH:14][C:13]=1[N+:19]([O-:21])=[O:20])[CH3:10].CCN(C(C)C)C(C)C. (2) Given the product [CH3:29][O:30][C:31](=[O:48])[C:32]1[CH:37]=[CH:36][C:35]([CH2:38][NH:39][C:40]([N:9]2[CH2:10][C@@H:11]([CH2:23][C:24]([CH3:25])([CH3:27])[CH3:26])[C@@:12]([C:15]3[CH:20]=[CH:19][C:18]([Cl:21])=[CH:17][C:16]=3[F:22])([C:13]#[N:14])[C@H:8]2[C:4]2[CH:5]=[CH:6][CH:7]=[C:2]([Cl:1])[C:3]=2[F:28])=[O:41])=[CH:34][C:33]=1[F:47], predict the reactants needed to synthesize it. The reactants are: [Cl:1][C:2]1[C:3]([F:28])=[C:4]([CH:8]2[C:12]([C:15]3[CH:20]=[CH:19][C:18]([Cl:21])=[CH:17][C:16]=3[F:22])([C:13]#[N:14])[CH:11]([CH2:23][C:24]([CH3:27])([CH3:26])[CH3:25])[CH2:10][NH:9]2)[CH:5]=[CH:6][CH:7]=1.[CH3:29][O:30][C:31](=[O:48])[C:32]1[CH:37]=[CH:36][C:35]([CH2:38][NH:39][C:40](N2C=CN=C2)=[O:41])=[CH:34][C:33]=1[F:47]. (3) Given the product [C:21]([OH:23])(=[O:22])[CH3:19].[CH2:24]([NH:31][C:21]([C:19]1[CH:20]=[C:12]([C:11]2[C:5]3[C:6](=[CH:7][N:8]=[C:3]([NH2:2])[CH:4]=3)[NH:9][CH:10]=2)[CH:13]=[C:14]2[C:18]=1[NH:17][N:16]=[CH:15]2)=[O:23])[C:25]1[CH:30]=[CH:29][CH:28]=[CH:27][CH:26]=1, predict the reactants needed to synthesize it. The reactants are: Cl.[NH2:2][C:3]1[CH:4]=[C:5]2[C:11]([C:12]3[CH:13]=[C:14]4[C:18](=[C:19]([C:21]([OH:23])=[O:22])[CH:20]=3)[NH:17][N:16]=[CH:15]4)=[CH:10][NH:9][C:6]2=[CH:7][N:8]=1.[CH2:24]([NH2:31])[C:25]1[CH:30]=[CH:29][CH:28]=[CH:27][CH:26]=1.CN(C(ON1N=NC2C=CC=NC1=2)=[N+](C)C)C.F[P-](F)(F)(F)(F)F. (4) Given the product [F:34][C:31]1[CH:32]=[CH:33][C:28]2[N:27]=[CH:26][N:25]([C:18]3[N:17]=[C:16]4[C:21]([NH:22][C:23](=[O:24])[N:15]4[C@H:12]4[CH2:11][CH2:10][C@H:9]([OH:8])[CH2:14][CH2:13]4)=[CH:20][N:19]=3)[C:29]=2[CH:30]=1, predict the reactants needed to synthesize it. The reactants are: N1(C([O:8][C@H:9]2[CH2:14][CH2:13][C@H:12]([N:15]3[C:23](=[O:24])[NH:22][C:21]4[C:16]3=[N:17][C:18]([N:25]3[C:29]5[CH:30]=[C:31]([F:34])[CH:32]=[CH:33][C:28]=5[N:27]=[CH:26]3)=[N:19][CH:20]=4)[CH2:11][CH2:10]2)=O)C=CN=C1.Cl.[OH-].[Na+]. (5) The reactants are: [C:1]12([CH2:11][O:12][C:13]3[C:46]([CH:47]4[CH2:49][CH2:48]4)=[CH:45][C:16]([C:17]([NH:19][S:20]([N:23]4[CH2:26][CH:25]([O:27][Si](C(C)(C)C)(C5C=CC=CC=5)C5C=CC=CC=5)[CH2:24]4)(=[O:22])=[O:21])=[O:18])=[C:15]([F:50])[CH:14]=3)[CH2:10][CH:5]3[CH2:6][CH:7]([CH2:9][CH:3]([CH2:4]3)[CH2:2]1)[CH2:8]2.[F-].C([N+](CCCC)(CCCC)CCCC)CCC. Given the product [C:1]12([CH2:11][O:12][C:13]3[C:46]([CH:47]4[CH2:48][CH2:49]4)=[CH:45][C:16]([C:17]([NH:19][S:20]([N:23]4[CH2:26][CH:25]([OH:27])[CH2:24]4)(=[O:22])=[O:21])=[O:18])=[C:15]([F:50])[CH:14]=3)[CH2:2][CH:3]3[CH2:4][CH:5]([CH2:6][CH:7]([CH2:9]3)[CH2:8]1)[CH2:10]2, predict the reactants needed to synthesize it. (6) Given the product [N:1]1([CH:7]2[CH2:12][CH2:11][N:10]([C:13]([C:15]3[CH:16]=[C:17]4[C:21](=[CH:22][CH:23]=3)[N:20]([C:40]3[CH:39]=[CH:38][CH:37]=[C:36]([C:35]([F:46])([F:45])[F:34])[CH:41]=3)[C:19]([C:24]([N:26]3[CH2:31][CH2:30][C:29]([F:33])([F:32])[CH2:28][CH2:27]3)=[O:25])=[CH:18]4)=[O:14])[CH2:9][CH2:8]2)[CH2:2][CH2:3][CH2:4][CH2:5][CH2:6]1, predict the reactants needed to synthesize it. The reactants are: [N:1]1([CH:7]2[CH2:12][CH2:11][N:10]([C:13]([C:15]3[CH:16]=[C:17]4[C:21](=[CH:22][CH:23]=3)[NH:20][C:19]([C:24]([N:26]3[CH2:31][CH2:30][C:29]([F:33])([F:32])[CH2:28][CH2:27]3)=[O:25])=[CH:18]4)=[O:14])[CH2:9][CH2:8]2)[CH2:6][CH2:5][CH2:4][CH2:3][CH2:2]1.[F:34][C:35]([F:46])([F:45])[C:36]1[CH:37]=[C:38](B(O)O)[CH:39]=[CH:40][CH:41]=1.N1C=CC=CC=1. (7) Given the product [CH:19]1([CH2:24][C@H:25]([C:29]2[CH:34]=[CH:33][CH:32]=[C:31]([C:35]([F:36])([F:37])[F:38])[CH:30]=2)[C:26]([NH:10][C:7]2[CH:8]=[CH:9][N:5]([CH2:4][CH2:3][O:2][CH3:1])[N:6]=2)=[O:27])[CH2:23][CH2:22][CH2:21][CH2:20]1, predict the reactants needed to synthesize it. The reactants are: [CH3:1][O:2][CH2:3][CH2:4][N:5]1[CH:9]=[CH:8][C:7]([NH2:10])=[N:6]1.N1C(C)=CC=CC=1C.[CH:19]1([CH2:24][C@H:25]([C:29]2[CH:34]=[CH:33][CH:32]=[C:31]([C:35]([F:38])([F:37])[F:36])[CH:30]=2)[C:26](Cl)=[O:27])[CH2:23][CH2:22][CH2:21][CH2:20]1. (8) The reactants are: [Cl:1][C:2]1[CH:3]=[C:4]([CH:13]=[O:14])[C:5]2[O:9][C:8]([CH2:10][CH3:11])=[CH:7][C:6]=2[CH:12]=1.[BH4-].[Na+]. Given the product [Cl:1][C:2]1[CH:3]=[C:4]([CH2:13][OH:14])[C:5]2[O:9][C:8]([CH2:10][CH3:11])=[CH:7][C:6]=2[CH:12]=1, predict the reactants needed to synthesize it. (9) Given the product [CH:27]1[C:28]2[C:33](=[CH:32][CH:31]=[CH:30][CH:29]=2)[CH:34]=[CH:35][C:26]=1[CH2:25][O:24][CH:10]1[CH:11]([C:14]2[CH:15]=[CH:16][C:17]([CH2:20][C:21](=[O:23])[NH:36][CH2:37][C:38](=[O:39])[C:40]3[CH:45]=[CH:44][CH:43]=[CH:42][CH:41]=3)=[CH:18][CH:19]=2)[CH2:12][CH2:13][N:8]([C:6]([O:5][C:1]([CH3:3])([CH3:2])[CH3:4])=[O:7])[CH2:9]1, predict the reactants needed to synthesize it. The reactants are: [C:1]([O:5][C:6]([N:8]1[CH2:13][CH2:12][CH:11]([C:14]2[CH:19]=[CH:18][C:17]([CH2:20][C:21]([OH:23])=O)=[CH:16][CH:15]=2)[CH:10]([O:24][CH2:25][C:26]2[CH:35]=[CH:34][C:33]3[C:28](=[CH:29][CH:30]=[CH:31][CH:32]=3)[CH:27]=2)[CH2:9]1)=[O:7])([CH3:4])([CH3:3])[CH3:2].[NH2:36][CH2:37][C:38]([C:40]1[CH:45]=[CH:44][CH:43]=[CH:42][CH:41]=1)=[O:39].C(N(CC)CC)C.F[B-](F)(F)F.O=C1C=CC=CN1OC(N(C)C)=[N+](C)C. (10) Given the product [CH2:1]([O:19][CH2:20][C@H:21]([CH2:23][O:24][C:31]([C:25]1[CH:30]=[CH:29][CH:28]=[CH:27][CH:26]=1)([C:39]1[CH:40]=[CH:41][CH:42]=[CH:43][CH:44]=1)[C:33]1[CH:34]=[CH:35][CH:36]=[CH:37][CH:38]=1)[OH:22])[CH2:2][CH2:3][CH2:4][CH2:5][CH2:6][CH2:7][CH2:8][CH2:9][CH2:10][CH2:11][CH2:12][CH2:13][CH2:14][CH2:15][CH2:16][CH2:17][CH3:18], predict the reactants needed to synthesize it. The reactants are: [CH2:1]([O:19][CH2:20][C@H:21]([CH2:23][OH:24])[OH:22])[CH2:2][CH2:3][CH2:4][CH2:5][CH2:6][CH2:7][CH2:8][CH2:9][CH2:10][CH2:11][CH2:12][CH2:13][CH2:14][CH2:15][CH2:16][CH2:17][CH3:18].[C:25]1([C:31]([C:39]2[CH:44]=[CH:43][CH:42]=[CH:41][CH:40]=2)([C:33]2[CH:38]=[CH:37][CH:36]=[CH:35][CH:34]=2)Cl)[CH:30]=[CH:29][CH:28]=[CH:27][CH:26]=1.C1COCC1.C(#N)C.